Task: Predict which catalyst facilitates the given reaction.. Dataset: Catalyst prediction with 721,799 reactions and 888 catalyst types from USPTO (1) Reactant: [CH3:1][N:2]([CH2:4][CH:5]([C:13]1([OH:19])[CH2:18][CH2:17][CH2:16][CH2:15][CH2:14]1)[C:6]1[CH:7]=[CH:8][C:9]([OH:12])=[CH:10][CH:11]=1)[CH3:3].[CH:20]([OH:22])=[O:21]. Product: [CH3:1][N:2]([CH2:4][CH:5]([C:13]1([OH:19])[CH2:18][CH2:17][CH2:16][CH2:15][CH2:14]1)[C:6]1[CH:7]=[CH:8][C:9]([OH:12])=[CH:10][CH:11]=1)[CH3:3].[CH:20]([O-:22])=[O:21]. The catalyst class is: 21. (2) Reactant: C([O:4][CH2:5][C:6]1[C:11]([C:12]2[CH:17]=[C:16]([NH:18][C:19]3[CH:24]=[CH:23][C:22]([C:25]([N:27]4[CH2:32][CH2:31][C:30]([OH:34])([CH3:33])[CH2:29][CH2:28]4)=[O:26])=[CH:21][N:20]=3)[C:15](=[O:35])[N:14]([CH3:36])[N:13]=2)=[CH:10][CH:9]=[CH:8][C:7]=1[N:37]1[N:46]=[CH:45][C:44]2[C:39](=[C:40]([F:51])[CH:41]=[C:42]([C:47]([CH3:50])([CH3:49])[CH3:48])[CH:43]=2)[C:38]1=[O:52])(=O)C.[Li+].[OH-]. Product: [C:47]([C:42]1[CH:43]=[C:44]2[C:39](=[C:40]([F:51])[CH:41]=1)[C:38](=[O:52])[N:37]([C:7]1[CH:8]=[CH:9][CH:10]=[C:11]([C:12]3[CH:17]=[C:16]([NH:18][C:19]4[CH:24]=[CH:23][C:22]([C:25]([N:27]5[CH2:28][CH2:29][C:30]([OH:34])([CH3:33])[CH2:31][CH2:32]5)=[O:26])=[CH:21][N:20]=4)[C:15](=[O:35])[N:14]([CH3:36])[N:13]=3)[C:6]=1[CH2:5][OH:4])[N:46]=[CH:45]2)([CH3:48])([CH3:49])[CH3:50]. The catalyst class is: 12. (3) Reactant: [OH:1][N:2]=[C:3]([C:14]#[N:15])[C:4]1[CH:9]=[CH:8][C:7]([O:10][CH3:11])=[C:6]([O:12][CH3:13])[CH:5]=1.[CH3:16][O:17][C:18]1[CH:23]=[CH:22][C:21]([S:24](Cl)(=[O:26])=[O:25])=[CH:20][CH:19]=1.C(N(CC)CC)C. Product: [CH3:16][O:17][C:18]1[CH:19]=[CH:20][C:21]([S:24]([O:1][N:2]=[C:3]([C:14]#[N:15])[C:4]2[CH:9]=[CH:8][C:7]([O:10][CH3:11])=[C:6]([O:12][CH3:13])[CH:5]=2)(=[O:26])=[O:25])=[CH:22][CH:23]=1. The catalyst class is: 10. (4) Reactant: CCN(C(C)C)C(C)C.[CH3:10][O:11][C:12]1[CH:13]=[CH:14][CH:15]=[C:16]2[C:21]=1[O:20][C:19](=[O:22])[C:18]([C:23]([OH:25])=O)=[CH:17]2.CN(C(ON1N=NC2C=CC=NC1=2)=[N+](C)C)C.F[P-](F)(F)(F)(F)F.[CH3:50][O:51][C:52]1[CH:57]=[CH:56][C:55]([C:58]2[CH:63]=[CH:62][CH:61]=[C:60]([NH2:64])[CH:59]=2)=[CH:54][C:53]=1[CH3:65]. The catalyst class is: 3. Product: [CH3:50][O:51][C:52]1[CH:57]=[CH:56][C:55]([C:58]2[CH:63]=[CH:62][CH:61]=[C:60]([NH:64][C:23]([C:18]3[C:19](=[O:22])[O:20][C:21]4[C:16]([CH:17]=3)=[CH:15][CH:14]=[CH:13][C:12]=4[O:11][CH3:10])=[O:25])[CH:59]=2)=[CH:54][C:53]=1[CH3:65].